Dataset: Forward reaction prediction with 1.9M reactions from USPTO patents (1976-2016). Task: Predict the product of the given reaction. (1) Given the reactants [ClH:1].Cl.[NH2:3][C@@H:4]1[CH2:6][C@H:5]1[C:7]1[CH:8]=[C:9]([CH:19]=[CH:20][CH:21]=1)[C:10]([NH:12][C:13]1[S:14][C:15]([CH3:18])=[N:16][N:17]=1)=[O:11].C(=O)([O-])O.[Na+].[F:27][C:28]1([F:35])[CH2:33][CH2:32][C:31](=O)[CH2:30][CH2:29]1, predict the reaction product. The product is: [ClH:1].[F:27][C:28]1([F:35])[CH2:33][CH2:32][CH:31]([NH:3][C@@H:4]2[CH2:6][C@H:5]2[C:7]2[CH:8]=[C:9]([CH:19]=[CH:20][CH:21]=2)[C:10]([NH:12][C:13]2[S:14][C:15]([CH3:18])=[N:16][N:17]=2)=[O:11])[CH2:30][CH2:29]1. (2) Given the reactants [OH-].[K+].[C:3]([C:6]1[N:11]=[C:10]([C:12]2[CH:17]=[CH:16][C:15]([C:18]3[CH:23]=[CH:22][C:21]([CH:24]([CH3:29])[C:25]([O:27]C)=[O:26])=[CH:20][C:19]=3[Cl:30])=[CH:14][CH:13]=2)[C:9]([CH3:31])=[N:8][C:7]=1[CH3:32])(=[O:5])[NH2:4].Cl, predict the reaction product. The product is: [C:3]([C:6]1[N:11]=[C:10]([C:12]2[CH:13]=[CH:14][C:15]([C:18]3[CH:23]=[CH:22][C:21]([CH:24]([CH3:29])[C:25]([OH:27])=[O:26])=[CH:20][C:19]=3[Cl:30])=[CH:16][CH:17]=2)[C:9]([CH3:31])=[N:8][C:7]=1[CH3:32])(=[O:5])[NH2:4]. (3) Given the reactants [Cl:1][C:2]1[C:3]([N:8]2[C:12]([C:13]3[O:26][C:25](=[O:27])[C:24]4[C:15](=[C:16]([O:32][CH3:33])[C:17]5[C:22]([CH:23]=4)=[N:21][C:20]([C:28]([F:31])([F:30])[F:29])=[CH:19][CH:18]=5)[N:14]=3)=[CH:11][C:10]([C:34]([F:37])([F:36])[F:35])=[N:9]2)=[N:4][CH:5]=[CH:6][CH:7]=1.[CH3:38][NH2:39], predict the reaction product. The product is: [CH3:38][NH:39][C:25]([C:24]1[CH:23]=[C:22]2[C:17]([CH:18]=[CH:19][C:20]([C:28]([F:29])([F:30])[F:31])=[N:21]2)=[C:16]([O:32][CH3:33])[C:15]=1[NH:14][C:13]([C:12]1[N:8]([C:3]2[C:2]([Cl:1])=[CH:7][CH:6]=[CH:5][N:4]=2)[N:9]=[C:10]([C:34]([F:35])([F:37])[F:36])[CH:11]=1)=[O:26])=[O:27]. (4) The product is: [F:21][C:19]1([F:22])[O:18][C:17]2[CH:23]=[CH:24][C:14]([C:11]3([C:9]([NH:8][C:6]4[N:7]=[C:2]([C:32]5[CH:31]=[N:30][C:29]([O:28][CH3:27])=[C:34]([CH3:35])[CH:33]=5)[C:3]([CH3:26])=[C:4]([CH3:25])[CH:5]=4)=[O:10])[CH2:13][CH2:12]3)=[CH:15][C:16]=2[O:20]1. Given the reactants Cl[C:2]1[N:7]=[C:6]([NH:8][C:9]([C:11]2([C:14]3[CH:24]=[CH:23][C:17]4[O:18][C:19]([F:22])([F:21])[O:20][C:16]=4[CH:15]=3)[CH2:13][CH2:12]2)=[O:10])[CH:5]=[C:4]([CH3:25])[C:3]=1[CH3:26].[CH3:27][O:28][C:29]1[C:34]([CH3:35])=[CH:33][C:32](B2OC(C)(C)C(C)(C)O2)=[CH:31][N:30]=1.C([O-])([O-])=O.[Na+].[Na+], predict the reaction product. (5) The product is: [C:11]([O:15][C:16]([N:18]1[CH2:22][CH2:21][CH2:20][C@H:19]1[CH2:23][NH:24][C:25]1[C:26]([O:32][C:33]2[CH:34]=[CH:35][C:36]([O:39][CH3:40])=[CH:37][CH:38]=2)=[N:27][C:28]([CH:10]=[CH:9][C:6]2[CH:7]=[CH:8][C:3]([O:2][CH3:1])=[CH:4][CH:5]=2)=[N:29][CH:30]=1)=[O:17])([CH3:14])([CH3:13])[CH3:12]. Given the reactants [CH3:1][O:2][C:3]1[CH:8]=[CH:7][C:6]([CH:9]=[CH2:10])=[CH:5][CH:4]=1.[C:11]([O:15][C:16]([N:18]1[CH2:22][CH2:21][CH2:20][C@H:19]1[CH2:23][NH:24][C:25]1[C:26]([O:32][C:33]2[CH:38]=[CH:37][C:36]([O:39][CH3:40])=[CH:35][CH:34]=2)=[N:27][C:28](Cl)=[N:29][CH:30]=1)=[O:17])([CH3:14])([CH3:13])[CH3:12].C([O-])(O)=O.[Na+].C1C=CC(P(C2C=CC=CC=2)C2C=CC=CC=2)=CC=1, predict the reaction product. (6) Given the reactants [CH2:1]([N:7]([CH2:14][C:15]#[N:16])[CH2:8][CH2:9][CH2:10][CH2:11][CH2:12][CH3:13])[CH2:2][CH2:3][CH2:4][CH2:5][CH3:6].[C:17]1([S:23]([O:26]C)(=[O:25])=[O:24])[CH:22]=[CH:21][CH:20]=[CH:19][CH:18]=1, predict the reaction product. The product is: [C:17]1([S:23]([O-:26])(=[O:25])=[O:24])[CH:22]=[CH:21][CH:20]=[CH:19][CH:18]=1.[C:15]([CH2:14][N+:7]([CH2:8][CH2:9][CH2:10][CH2:11][CH2:12][CH3:13])([CH2:1][CH2:2][CH2:3][CH2:4][CH2:5][CH3:6])[CH3:17])#[N:16]. (7) Given the reactants [CH3:1][C@H:2]1[CH2:6][CH2:5][CH2:4][N:3]1[C@H:7]1[CH2:11][CH2:10][N:9]([C:12]2[CH:20]=[CH:19][C:15]([C:16](O)=[O:17])=[CH:14][CH:13]=2)[CH2:8]1.[O:21]1[CH2:26][CH2:25][CH:24](N)[CH2:23][CH2:22]1.[CH3:28][N:29]1CCOCC1.ON1C2C=CC=CC=2N=N1.CCN=C=NCCCN(C)C.Cl, predict the reaction product. The product is: [CH3:1][C@H:2]1[CH2:6][CH2:5][CH2:4][N:3]1[C@H:7]1[CH2:11][CH2:10][N:9]([C:12]2[CH:13]=[CH:14][C:15]([C:16]([NH:29][CH2:28][CH:24]3[CH2:25][CH2:26][O:21][CH2:22][CH2:23]3)=[O:17])=[CH:19][CH:20]=2)[CH2:8]1. (8) Given the reactants C[O:2][C:3](=[O:37])[C:4]1[CH:9]=[C:8]([C:10](=[O:26])[C:11]2[CH:16]=[CH:15][C:14]([N:17]([C:19]3[CH:24]=[CH:23][C:22]([Cl:25])=[CH:21][CH:20]=3)[CH3:18])=[CH:13][N:12]=2)[CH:7]=[CH:6][C:5]=1[C:27](=[O:36])[C:28]1[CH:33]=[CH:32][CH:31]=[C:30]([O:34][CH3:35])[CH:29]=1.COC(=O)C1C=C(C(=O)C2C=CC(N(C3C=CC(Cl)=CC=3)C)=CN=2)C=CC=1[Sn](C)(C)C.COC1C=C(C=CC=1)C(Cl)=O.C1(C)C=CC=CC=1, predict the reaction product. The product is: [Cl:25][C:22]1[CH:21]=[CH:20][C:19]([N:17]([CH3:18])[C:14]2[CH:15]=[CH:16][C:11]([C:10]([C:8]3[CH:7]=[CH:6][C:5]([C:27](=[O:36])[C:28]4[CH:33]=[CH:32][CH:31]=[C:30]([O:34][CH3:35])[CH:29]=4)=[C:4]([CH:9]=3)[C:3]([OH:37])=[O:2])=[O:26])=[N:12][CH:13]=2)=[CH:24][CH:23]=1. (9) Given the reactants [CH3:1][O:2][C:3]1[CH:26]=[CH:25][C:6]([CH2:7][O:8][C@H:9]([CH2:14][CH2:15][CH2:16][CH2:17][CH2:18][CH2:19][CH2:20][CH2:21][CH2:22][CH2:23][CH3:24])[CH2:10][C:11](O)=[O:12])=[CH:5][CH:4]=1.CN(C)C=O.C(Cl)(=O)C([Cl:35])=O, predict the reaction product. The product is: [CH3:1][O:2][C:3]1[CH:26]=[CH:25][C:6]([CH2:7][O:8][C@H:9]([CH2:14][CH2:15][CH2:16][CH2:17][CH2:18][CH2:19][CH2:20][CH2:21][CH2:22][CH2:23][CH3:24])[CH2:10][C:11]([Cl:35])=[O:12])=[CH:5][CH:4]=1.